From a dataset of Full USPTO retrosynthesis dataset with 1.9M reactions from patents (1976-2016). Predict the reactants needed to synthesize the given product. (1) Given the product [F:1][C:2]1[C:7]([O:8][CH3:9])=[CH:6][C:5]([O:10][CH3:11])=[C:4]([F:12])[C:3]=1[N:13]1[CH2:18][C:17]2[CH:19]=[N:20][C:21]3[NH:25][C:24]([CH2:35][CH2:36][N:37]4[CH2:38][CH2:39][O:40][CH2:41][CH2:42]4)=[CH:23][C:22]=3[C:16]=2[N:15]([CH3:43])[C:14]1=[O:44], predict the reactants needed to synthesize it. The reactants are: [F:1][C:2]1[C:7]([O:8][CH3:9])=[CH:6][C:5]([O:10][CH3:11])=[C:4]([F:12])[C:3]=1[N:13]1[CH2:18][C:17]2[CH:19]=[N:20][C:21]3[N:25](S(C4C=CC=CC=4)(=O)=O)[C:24]([CH2:35][CH2:36][N:37]4[CH2:42][CH2:41][O:40][CH2:39][CH2:38]4)=[CH:23][C:22]=3[C:16]=2[N:15]([CH3:43])[C:14]1=[O:44].CC(C)([O-])C.[K+]. (2) Given the product [CH2:31]([NH:30][C:7](=[O:9])[C:6]1[CH:10]=[CH:11][C:3]([O:2][CH3:1])=[C:4]([S:12](=[O:21])(=[O:20])[NH:13][C:14]2[CH:15]=[N:16][CH:17]=[CH:18][CH:19]=2)[CH:5]=1)[CH3:32], predict the reactants needed to synthesize it. The reactants are: [CH3:1][O:2][C:3]1[CH:11]=[CH:10][C:6]([C:7]([OH:9])=O)=[CH:5][C:4]=1[S:12](=[O:21])(=[O:20])[NH:13][C:14]1[CH:15]=[N:16][CH:17]=[CH:18][CH:19]=1.CN(C(O[N:30]1N=N[C:32]2C=CC=N[C:31]1=2)=[N+](C)C)C.F[P-](F)(F)(F)(F)F.CCN(C(C)C)C(C)C.Cl.C(N)C. (3) Given the product [F:20][C:21]1[CH:22]=[C:23]([C:8]2[C:7]([C:14]#[N:15])=[C:6]([OH:16])[C:5]([OH:4])=[CH:10][C:9]=2[C:11]#[N:12])[CH:24]=[CH:25][C:26]=1[F:27], predict the reactants needed to synthesize it. The reactants are: C([O:4][C:5]1[CH:10]=[C:9]([C:11]#[N:12])[C:8](Br)=[C:7]([C:14]#[N:15])[C:6]=1[O:16]C(=O)C)(=O)C.[F:20][C:21]1[CH:22]=[C:23](B(O)O)[CH:24]=[CH:25][C:26]=1[F:27].